Dataset: Full USPTO retrosynthesis dataset with 1.9M reactions from patents (1976-2016). Task: Predict the reactants needed to synthesize the given product. (1) The reactants are: Cl.[CH2:2]([C@H:5]1[CH2:9][NH:8][CH2:7][C@@:6]1([N:22]=[N+:23]=[N-:24])[C:10]([O:12][CH2:13][C:14](=[O:21])[C:15]1[CH:20]=[CH:19][CH:18]=[CH:17][CH:16]=1)=[O:11])[CH:3]=[CH2:4].[C:25]([O:29][C:30]([N:32]1[CH:41]([C:42](O)=[O:43])[CH2:40][C:39]2[C:34](=[CH:35][C:36]([Cl:45])=[CH:37][CH:38]=2)[CH2:33]1)=[O:31])([CH3:28])([CH3:27])[CH3:26].CCN(CC)CC.F[P-](F)(F)(F)(F)F.C[N+](C)=C(N(C)C)ON1C2N=CC=CC=2N=N1. Given the product [CH2:2]([C@H:5]1[CH2:9][N:8]([C:42]([CH:41]2[CH2:40][C:39]3[C:34](=[CH:35][C:36]([Cl:45])=[CH:37][CH:38]=3)[CH2:33][N:32]2[C:30]([O:29][C:25]([CH3:28])([CH3:27])[CH3:26])=[O:31])=[O:43])[CH2:7][C@@:6]1([N:22]=[N+:23]=[N-:24])[C:10]([O:12][CH2:13][C:14](=[O:21])[C:15]1[CH:20]=[CH:19][CH:18]=[CH:17][CH:16]=1)=[O:11])[CH:3]=[CH2:4], predict the reactants needed to synthesize it. (2) Given the product [C:1]12([NH:11][CH2:16][C:15]3[CH:18]=[C:19]([F:22])[C:20]([OH:21])=[C:13]([Cl:12])[CH:14]=3)[CH2:8][CH:7]3[CH2:6][CH:5]([CH2:4][CH:3]([CH2:9]3)[CH2:2]1)[CH2:10]2, predict the reactants needed to synthesize it. The reactants are: [C:1]12([NH2:11])[CH2:10][CH:5]3[CH2:6][CH:7]([CH2:9][CH:3]([CH2:4]3)[CH2:2]1)[CH2:8]2.[Cl:12][C:13]1[CH:14]=[C:15]([CH:18]=[C:19]([F:22])[C:20]=1[OH:21])[CH:16]=O. (3) Given the product [CH2:2]([NH:5][CH:6]([CH2:12][C:13]1[CH:14]=[CH:15][C:16]([O:19][CH2:20][CH2:21][NH:22][C:23](=[O:36])[C:24]2[CH:25]=[CH:26][C:27]([C:30]3[CH:35]=[CH:34][CH:33]=[CH:32][N:31]=3)=[CH:28][CH:29]=2)=[CH:17][CH:18]=1)[C:7]([OH:9])=[O:8])[CH2:3][CH3:4], predict the reactants needed to synthesize it. The reactants are: Cl.[CH2:2]([NH:5][CH:6]([CH2:12][C:13]1[CH:18]=[CH:17][C:16]([O:19][CH2:20][CH2:21][NH:22][C:23](=[O:36])[C:24]2[CH:29]=[CH:28][C:27]([C:30]3[CH:35]=[CH:34][CH:33]=[CH:32][N:31]=3)=[CH:26][CH:25]=2)=[CH:15][CH:14]=1)[C:7]([O:9]CC)=[O:8])[CH2:3][CH3:4].[OH-].[Na+]. (4) The reactants are: [CH3:1][NH:2][C:3]1[N:8]=[CH:7][N:6]=[C:5]([O:9][C:10]2[CH:11]=[C:12]3[C:16](=[CH:17][CH:18]=2)[NH:15][CH2:14][CH2:13]3)[CH:4]=1.[C:19]([C:23]1[CH:28]=[CH:27][C:26]([N:29]=[C:30]=[O:31])=[CH:25][CH:24]=1)([CH3:22])([CH3:21])[CH3:20].CCOC(C)=O.O. Given the product [C:19]([C:23]1[CH:28]=[CH:27][C:26]([NH:29][C:30]([N:15]2[C:16]3[C:12](=[CH:11][C:10]([O:9][C:5]4[CH:4]=[C:3]([NH:2][CH3:1])[N:8]=[CH:7][N:6]=4)=[CH:18][CH:17]=3)[CH2:13][CH2:14]2)=[O:31])=[CH:25][CH:24]=1)([CH3:22])([CH3:20])[CH3:21], predict the reactants needed to synthesize it. (5) Given the product [CH2:9]([O:8][P:1]([CH2:14][C:13]1[CH:16]=[CH:17][CH:18]=[CH:19][C:12]=1[I:11])(=[O:2])[O:5][CH2:6][CH3:7])[CH3:10], predict the reactants needed to synthesize it. The reactants are: [P:1]([O:8][CH2:9][CH3:10])([O:5][CH2:6][CH3:7])[O:2]CC.[I:11][C:12]1[CH:19]=[CH:18][CH:17]=[CH:16][C:13]=1[CH2:14]Cl.